The task is: Predict the reaction yield, written as a fraction of the theoretical maximum amount of product (1.0 means a 100% yield; for example, 0.34 means a 34% yield).. This data is from Reaction yield outcomes from USPTO patents with 853,638 reactions. (1) The reactants are [CH2:1]([N:4]([CH2:13][CH2:14][CH3:15])[C:5](/[CH:7]=[C:8](\[CH3:12])/[C:9]([OH:11])=[O:10])=[O:6])[CH2:2][CH3:3]. The catalyst is [Pd].O1CCCC1. The product is [CH2:13]([N:4]([CH2:1][CH2:2][CH3:3])[C:5](=[O:6])[CH2:7][CH:8]([CH3:12])[C:9]([OH:11])=[O:10])[CH2:14][CH3:15]. The yield is 0.664. (2) The reactants are C1[O:18][CH2:17][CH2:16]OCCOCCOCCOCCOC1.COC(CP(=O)(OCC(F)(F)F)OCC(F)(F)F)=O.C[Si]([N-][Si](C)(C)C)(C)C.[K+].[NH2:48][C:49]1[C:54]([CH:55]=O)=[C:53]([C:57]2[CH:62]=[CH:61][CH:60]=[CH:59][C:58]=2[F:63])[N:52]=[C:51]([S:64][CH3:65])[N:50]=1.[NH4+].[Cl-]. The catalyst is C1(C)C=CC=CC=1.C1COCC1.CCOCC. The product is [F:63][C:58]1[CH:59]=[CH:60][CH:61]=[CH:62][C:57]=1[C:53]1[C:54]2[CH:55]=[CH:16][C:17](=[O:18])[NH:48][C:49]=2[N:50]=[C:51]([S:64][CH3:65])[N:52]=1. The yield is 0.910. (3) The reactants are [NH2:1][C:2]1[N:3]=[C:4]([CH3:21])[C:5]2[C:11](=S)[NH:10][C@@H:9]([C:13]3[CH:18]=[CH:17][C:16]([F:19])=[CH:15][C:14]=3[Br:20])[CH2:8][C:6]=2[N:7]=1.[O:22]1[CH2:27][CH2:26][O:25][CH2:24][C@@H:23]1[CH2:28][O:29][NH2:30]. The catalyst is C1(C)C=CC=CC=1.C([O-])(=O)C.[Hg+2].C([O-])(=O)C. The product is [O:22]1[CH2:27][CH2:26][O:25][CH2:24][C@@H:23]1[CH2:28][O:29]/[N:30]=[C:11]1\[NH:10][C@@H:9]([C:13]2[CH:18]=[CH:17][C:16]([F:19])=[CH:15][C:14]=2[Br:20])[CH2:8][C:6]2[N:7]=[C:2]([NH2:1])[N:3]=[C:4]([CH3:21])[C:5]\1=2. The yield is 0.367. (4) The reactants are [OH:1][C:2]1[CH:7]=[CH:6][N:5]2[CH:8]=[C:9]([C:11]([NH:13][CH:14]3[CH2:19][CH2:18][N:17]([C:20]([O:22][C:23]([CH3:26])([CH3:25])[CH3:24])=[O:21])[CH2:16][CH2:15]3)=[O:12])[N:10]=[C:4]2[CH:3]=1.N(C(OC(C)C)=O)=NC(OC(C)C)=O.[F:41][C:42]([F:57])([F:56])[C:43]1[CH:48]=[CH:47][C:46]([N:49]2[CH2:54][CH2:53][CH:52](O)[CH2:51][CH2:50]2)=[CH:45][CH:44]=1.C1(P(C2C=CC=CC=2)C2C=CC=CC=2)C=CC=CC=1. The catalyst is C1(C)C=CC=CC=1. The product is [F:57][C:42]([F:41])([F:56])[C:43]1[CH:44]=[CH:45][C:46]([N:49]2[CH2:54][CH2:53][CH:52]([O:1][C:2]3[CH:7]=[CH:6][N:5]4[CH:8]=[C:9]([C:11]([NH:13][CH:14]5[CH2:15][CH2:16][N:17]([C:20]([O:22][C:23]([CH3:26])([CH3:25])[CH3:24])=[O:21])[CH2:18][CH2:19]5)=[O:12])[N:10]=[C:4]4[CH:3]=3)[CH2:51][CH2:50]2)=[CH:47][CH:48]=1. The yield is 0.440. (5) The reactants are [Cl:1][C:2]1[C:3]([OH:40])=[C:4]([S:9]([N:12]([CH2:26][C:27]2[CH:32]=[CH:31][C:30]([C:33]3[CH:38]=[CH:37][C:36]([F:39])=[CH:35][CH:34]=3)=[CH:29][CH:28]=2)[CH2:13][C:14]2[CH:19]=[CH:18][CH:17]=[C:16]([CH2:20][NH:21][CH2:22][CH:23]([CH3:25])[CH3:24])[CH:15]=2)(=[O:11])=[O:10])[CH:5]=[C:6]([Cl:8])[CH:7]=1.[Cl:41][C:42]1[C:47]([Cl:48])=[CH:46][CH:45]=[CH:44][C:43]=1[N:49]=[C:50]=[O:51]. The catalyst is C1COCC1. The product is [Cl:1][C:2]1[C:3]([OH:40])=[C:4]([S:9]([N:12]([CH2:13][C:14]2[CH:19]=[CH:18][CH:17]=[C:16]([CH2:20][N:21]([CH2:22][CH:23]([CH3:25])[CH3:24])[C:50]([NH:49][C:43]3[CH:44]=[CH:45][CH:46]=[C:47]([Cl:48])[C:42]=3[Cl:41])=[O:51])[CH:15]=2)[CH2:26][C:27]2[CH:32]=[CH:31][C:30]([C:33]3[CH:34]=[CH:35][C:36]([F:39])=[CH:37][CH:38]=3)=[CH:29][CH:28]=2)(=[O:11])=[O:10])[CH:5]=[C:6]([Cl:8])[CH:7]=1. The yield is 0.400. (6) The reactants are [CH3:1][S:2]([C:4]1[CH:5]=[C:6]([CH2:10][C:11]([OH:13])=[O:12])[CH:7]=[CH:8][CH:9]=1)=[O:3].[C:14](N1C=CN=C1)(N1C=CN=C1)=O.CO. The catalyst is C1COCC1. The product is [CH3:14][O:12][C:11](=[O:13])[CH2:10][C:6]1[CH:7]=[CH:8][CH:9]=[C:4]([S:2]([CH3:1])=[O:3])[CH:5]=1. The yield is 0.820.